This data is from Forward reaction prediction with 1.9M reactions from USPTO patents (1976-2016). The task is: Predict the product of the given reaction. Given the reactants [F:1][C:2]1([F:23])[CH2:7][CH2:6][NH:5][C@@H:4]([C:8]([NH:10][C@H:11]([C:13]2[CH:22]=[CH:21][C:16]([C:17]([O:19][CH3:20])=[O:18])=[CH:15][CH:14]=2)[CH3:12])=[O:9])[CH2:3]1.C([O-])([O-])=O.[Cs+].[Cs+].[F:30][C:31]([F:41])([F:40])[C:32]1[CH:39]=[CH:38][C:35]([CH2:36]Br)=[CH:34][CH:33]=1, predict the reaction product. The product is: [F:23][C:2]1([F:1])[CH2:7][CH2:6][N:5]([CH2:36][C:35]2[CH:34]=[CH:33][C:32]([C:31]([F:30])([F:40])[F:41])=[CH:39][CH:38]=2)[C@@H:4]([C:8]([NH:10][C@H:11]([C:13]2[CH:22]=[CH:21][C:16]([C:17]([O:19][CH3:20])=[O:18])=[CH:15][CH:14]=2)[CH3:12])=[O:9])[CH2:3]1.